The task is: Predict the reaction yield, written as a fraction of the theoretical maximum amount of product (1.0 means a 100% yield; for example, 0.34 means a 34% yield).. This data is from Reaction yield outcomes from USPTO patents with 853,638 reactions. (1) The reactants are Cl[C:2]1[CH:3]=[CH:4][C:5]2[O:14][CH2:13][CH2:12][C:11]3[CH:10]=[C:9]([C:15]4[N:16]([C:20]5[CH:25]=[CH:24][C:23]([F:26])=[CH:22][C:21]=5[F:27])[N:17]=[CH:18][N:19]=4)[S:8][C:7]=3[C:6]=2[N:28]=1.[CH3:29][NH:30][CH2:31][CH2:32][O:33][Si](C)(C)C.CC(C1C=C(C(C)C)C(C2C=CC=CC=2P(C2CCCCC2)C2CCCCC2)=C(C(C)C)C=1)C.CC(C)([O-])C. The catalyst is O1CCOCC1.CC([O-])=O.CC([O-])=O.[Pd+2]. The product is [F:27][C:21]1[CH:22]=[C:23]([F:26])[CH:24]=[CH:25][C:20]=1[N:16]1[C:15]([C:9]2[S:8][C:7]3[C:6]4[N:28]=[C:2]([N:30]([CH3:29])[CH2:31][CH2:32][OH:33])[CH:3]=[CH:4][C:5]=4[O:14][CH2:13][CH2:12][C:11]=3[CH:10]=2)=[N:19][CH:18]=[N:17]1. The yield is 0.260. (2) The reactants are [N+:1]([C:4]1[CH:12]=[C:11]2[C:7]([CH2:8][CH2:9][C:10]2=[O:13])=[CH:6][CH:5]=1)([O-])=O.ClCCl.C(OCC)(=O)C. The catalyst is CO.[C].[Pd]. The product is [NH2:1][C:4]1[CH:12]=[C:11]2[C:7]([CH2:8][CH2:9][C:10]2=[O:13])=[CH:6][CH:5]=1. The yield is 0.810. (3) The reactants are N#N.[CH2:3]([O:10][C@@H:11]1[C@H:15]([OH:16])[C@@H:14]([CH2:17][OH:18])[O:13][C@H:12]1[N:19]1[C:28]2[N:27]=[CH:26][N:25]=[C:23]([OH:24])[C:22]=2[N:21]=[CH:20]1)[C:4]1[CH:9]=[CH:8][CH:7]=[CH:6][CH:5]=1.[CH3:29][O:30][C:31]1[CH:52]=[CH:51][C:34]([C:35](Cl)([C:44]2[CH:49]=[CH:48][CH:47]=[CH:46][CH:45]=2)[C:36]2[CH:41]=[CH:40][C:39]([O:42][CH3:43])=[CH:38][CH:37]=2)=[CH:33][CH:32]=1. The catalyst is N1C=CC=CC=1.ClCCl.CCOC(C)=O.CCCCCC.C(N(CC)CC)C. The product is [CH2:3]([O:10][C@@H:11]1[C@H:15]([OH:16])[C@@H:14]([CH2:17][O:18][C:35]([C:34]2[CH:51]=[CH:52][C:31]([O:30][CH3:29])=[CH:32][CH:33]=2)([C:36]2[CH:41]=[CH:40][C:39]([O:42][CH3:43])=[CH:38][CH:37]=2)[C:44]2[CH:45]=[CH:46][CH:47]=[CH:48][CH:49]=2)[O:13][C@H:12]1[N:19]1[C:28]2[N:27]=[CH:26][N:25]=[C:23]([OH:24])[C:22]=2[N:21]=[CH:20]1)[C:4]1[CH:5]=[CH:6][CH:7]=[CH:8][CH:9]=1. The yield is 0.980. (4) The reactants are [NH2:1][C:2]1[N:7]=[CH:6][C:5]([CH:8]=[CH:9][C:10]([N:12]([CH3:24])[CH2:13][C:14]2[N:15]([CH3:23])[C:16]3[C:21]([CH:22]=2)=[CH:20][CH:19]=[CH:18][CH:17]=3)=[O:11])=[CH:4][CH:3]=1.[C:25]1(=O)[O:30][C:28](=[O:29])[CH2:27][CH2:26]1. The product is [O:29]=[C:28]1[CH2:27][CH2:26][C:25](=[O:30])[N:1]1[C:2]1[N:7]=[CH:6][C:5](/[CH:8]=[CH:9]/[C:10]([N:12]([CH3:24])[CH2:13][C:14]2[N:15]([CH3:23])[C:16]3[C:21]([CH:22]=2)=[CH:20][CH:19]=[CH:18][CH:17]=3)=[O:11])=[CH:4][CH:3]=1. The catalyst is O1CCOCC1. The yield is 0.760. (5) The reactants are [N:1]12[CH2:8][CH2:7][CH:4]([CH2:5][CH2:6]1)[CH:3]([O:9][C:10](=[O:23])[NH:11][C:12]([C:15]1[CH:20]=[C:19](Br)[CH:18]=[CH:17][C:16]=1[F:22])([CH3:14])[CH3:13])[CH2:2]2.[CH:24]1(B(O)O)[CH2:26][CH2:25]1. The catalyst is C([O-])(=O)C.[Pd+2].C([O-])(=O)C. The product is [N:1]12[CH2:8][CH2:7][CH:4]([CH2:5][CH2:6]1)[CH:3]([O:9][C:10](=[O:23])[NH:11][C:12]([C:15]1[CH:20]=[C:19]([CH:24]3[CH2:26][CH2:25]3)[CH:18]=[CH:17][C:16]=1[F:22])([CH3:14])[CH3:13])[CH2:2]2. The yield is 0.860. (6) The reactants are C[O:2][C:3](=O)[CH2:4][C:5]([CH2:9][CH3:10])([CH3:8])[CH2:6][CH3:7].[H-].[H-].[H-].[H-].[Li+].[Al+3]. The catalyst is O1CCCC1. The product is [CH2:6]([C:5]([CH3:8])([CH2:9][CH3:10])[CH2:4][CH2:3][OH:2])[CH3:7]. The yield is 1.00.